Predict the product of the given reaction. From a dataset of Forward reaction prediction with 1.9M reactions from USPTO patents (1976-2016). (1) Given the reactants C(OC[O:5][CH2:6][C:7]1[CH:12]=[CH:11][C:10]2[O:13][CH2:14][O:15][C:9]=2[C:8]=1[S:16]([CH3:19])(=[O:18])=[O:17])C.FC(F)(F)C(O)=O, predict the reaction product. The product is: [CH3:19][S:16]([C:8]1[C:9]2[O:15][CH2:14][O:13][C:10]=2[CH:11]=[CH:12][C:7]=1[CH2:6][OH:5])(=[O:17])=[O:18]. (2) Given the reactants [CH3:1][C@H:2]1[NH:7][C:6](=[O:8])[C@@H:5]([NH:9][C:10](=[O:16])[O:11][C:12]([CH3:15])([CH3:14])[CH3:13])[CH2:4][C@H:3]1[C:17]1[C:22]([F:23])=[CH:21][CH:20]=[C:19]([F:24])[C:18]=1[F:25].C(O[Li])(C)(C)C.FC(F)(F)S(O[CH2:38][C:39]([F:42])([F:41])[F:40])(=O)=O.CN1C(=O)N(C)CCC1, predict the reaction product. The product is: [CH3:1][C@H:2]1[N:7]([CH2:38][C:39]([F:42])([F:41])[F:40])[C:6](=[O:8])[CH:5]([NH:9][C:10](=[O:16])[O:11][C:12]([CH3:14])([CH3:15])[CH3:13])[CH2:4][C@H:3]1[C:17]1[C:22]([F:23])=[CH:21][CH:20]=[C:19]([F:24])[C:18]=1[F:25]. (3) The product is: [Cl:13][C:14]1[N:18]([CH3:19])[N:17]=[CH:16][C:15]=1[C:20]([N:3]([O:4][CH3:5])[CH3:2])=[O:22]. Given the reactants Cl.[CH3:2][NH:3][O:4][CH3:5].C(N(CC)CC)C.[Cl:13][C:14]1[N:18]([CH3:19])[N:17]=[CH:16][C:15]=1[C:20]([OH:22])=O.CN(C(ON1N=NC2C=CC=CC1=2)=[N+](C)C)C.F[P-](F)(F)(F)(F)F, predict the reaction product. (4) Given the reactants Br[C:2]1[CH:7]=[CH:6][CH:5]=[CH:4][C:3]=1[S:8][CH2:9][CH3:10].C1COCC1.C([Li])CCC.C(O[B:25]1[O:33][C:30]([CH3:32])([CH3:31])[C:27]([CH3:29])([CH3:28])[O:26]1)(C)C, predict the reaction product. The product is: [CH2:9]([S:8][C:3]1[CH:4]=[CH:5][CH:6]=[CH:7][C:2]=1[B:25]1[O:33][C:30]([CH3:32])([CH3:31])[C:27]([CH3:29])([CH3:28])[O:26]1)[CH3:10]. (5) Given the reactants [C:1]([O:9][CH2:10][CH2:11][N:12]1[C:20]2[C:19](Cl)=[N:18][CH:17]=[N:16][C:15]=2[CH:14]=[CH:13]1)(=[O:8])[C:2]1[CH:7]=[CH:6][CH:5]=[CH:4][CH:3]=1.[NH2:22][C:23]1[CH:43]=[CH:42][C:26]([O:27][C:28]2[CH:36]=[CH:35][CH:34]=[C:33]3[C:29]=2[CH2:30][C:31](=[O:41])[N:32]3[CH2:37][CH:38]2[CH2:40][CH2:39]2)=[C:25]([Cl:44])[CH:24]=1.C(=O)([O-])O.[Na+], predict the reaction product. The product is: [C:1]([O:9][CH2:10][CH2:11][N:12]1[C:20]2[C:19]([NH:22][C:23]3[CH:43]=[CH:42][C:26]([O:27][C:28]4[CH:36]=[CH:35][CH:34]=[C:33]5[C:29]=4[CH2:30][C:31](=[O:41])[N:32]5[CH2:37][CH:38]4[CH2:39][CH2:40]4)=[C:25]([Cl:44])[CH:24]=3)=[N:18][CH:17]=[N:16][C:15]=2[CH:14]=[CH:13]1)(=[O:8])[C:2]1[CH:7]=[CH:6][CH:5]=[CH:4][CH:3]=1. (6) Given the reactants [Cl:1][C:2]1[CH:7]=[C:6]([CH2:8][S:9]([CH3:11])=[O:10])[CH:5]=[C:4]([O:12][CH3:13])[N:3]=1.FC(F)(F)C([NH2:18])=O.[O-2].[Mg+2].C(O)(=O)C.C(O)(=O)C.IC1C=CC=CC=1.C(=O)([O-])[O-].[K+].[K+], predict the reaction product. The product is: [Cl:1][C:2]1[CH:7]=[C:6]([CH2:8][S:9]([CH3:11])(=[NH:18])=[O:10])[CH:5]=[C:4]([O:12][CH3:13])[N:3]=1. (7) Given the reactants [C:1](Cl)(=[O:8])[C:2]1[CH:7]=[CH:6][CH:5]=[CH:4][CH:3]=1.[C:10](=O)([O-])[O-].[K+].[K+].[CH:16]1([NH2:20])[CH2:19][CH2:18][CH2:17]1.CCO[CH2:24][CH3:25], predict the reaction product. The product is: [CH:16]1([N:20]([CH2:10][C:24]#[CH:25])[C:1](=[O:8])[C:2]2[CH:7]=[CH:6][CH:5]=[CH:4][CH:3]=2)[CH2:19][CH2:18][CH2:17]1. (8) Given the reactants [F:1][C:2]1[CH:3]=[C:4]([C:8]2[C@:9]3([CH2:25][CH2:24][C@H:23]4[C@@H:14]([CH2:15][CH2:16][C:17]5[CH:18]=[C:19]([OH:26])[CH:20]=[CH:21][C:22]=54)[C@@H:11]3[CH2:12][CH:13]=2)[CH3:10])[CH:5]=[N:6][CH:7]=1.Cl[CH:28]([CH3:32])[C:29]([NH2:31])=[O:30].C(=O)([O-])[O-].[K+].[K+].[I-].[Na+], predict the reaction product. The product is: [F:1][C:2]1[CH:3]=[C:4]([C:8]2[C@:9]3([CH2:25][CH2:24][C@H:23]4[C@@H:14]([CH2:15][CH2:16][C:17]5[CH:18]=[C:19]([O:26][CH:28]([CH3:32])[C:29]([NH2:31])=[O:30])[CH:20]=[CH:21][C:22]=54)[C@@H:11]3[CH2:12][CH:13]=2)[CH3:10])[CH:5]=[N:6][CH:7]=1. (9) Given the reactants [Cl:1][C:2]1[CH:7]=[C:6]([Cl:8])[CH:5]=[CH:4][C:3]=1[CH2:9][CH2:10][O:11][C:12]1[CH:13]=[C:14]([CH:18]=[CH:19][C:20]=1[CH3:21])[C:15]([OH:17])=O.CN(C(ON1N=NC2C=CC=NC1=2)=[N+](C)C)C.F[P-](F)(F)(F)(F)F.C(N1CCOCC1)C.FC(F)(F)C(O)=O.[Cl:61][C:62]([Cl:77])([Cl:76])[C:63]1[O:67][N:66]=[C:65]([N:68]2[CH2:73][CH2:72][CH:71]([CH2:74][NH2:75])[CH2:70][CH2:69]2)[N:64]=1, predict the reaction product. The product is: [Cl:1][C:2]1[CH:7]=[C:6]([Cl:8])[CH:5]=[CH:4][C:3]=1[CH2:9][CH2:10][O:11][C:12]1[CH:13]=[C:14]([CH:18]=[CH:19][C:20]=1[CH3:21])[C:15]([NH:75][CH2:74][CH:71]1[CH2:72][CH2:73][N:68]([C:65]2[N:64]=[C:63]([C:62]([Cl:77])([Cl:76])[Cl:61])[O:67][N:66]=2)[CH2:69][CH2:70]1)=[O:17].